From a dataset of Catalyst prediction with 721,799 reactions and 888 catalyst types from USPTO. Predict which catalyst facilitates the given reaction. (1) Reactant: N(C(OCC)=O)=NC(OCC)=O.[C:13]([C:17]1[CH:18]=[CH:19][C:20]([OH:39])=[C:21]([NH:23][C:24](=[O:38])[CH2:25][CH2:26][N:27]2[C:35](=[O:36])[C:34]3[C:29](=[CH:30][CH:31]=[CH:32][CH:33]=3)[C:28]2=[O:37])[CH:22]=1)([CH3:16])([CH3:15])[CH3:14].C1(P(C2C=CC=CC=2)C2C=CC=CC=2)C=CC=CC=1. Product: [C:13]([C:17]1[CH:18]=[CH:19][C:20]([OH:39])=[C:21]([NH:23][C:24](=[O:38])[CH2:25][CH2:26][N:27]2[C:28](=[O:37])[C:29]3[C:34](=[CH:33][CH:32]=[CH:31][CH:30]=3)[C:35]2=[O:36])[CH:22]=1)([CH3:16])([CH3:14])[CH3:15].[C:13]([C:17]1[CH:18]=[CH:19][C:20]2[O:39][C:24]([CH2:25][CH2:26][N:27]3[C:35](=[O:36])[C:34]4[C:29](=[CH:30][CH:31]=[CH:32][CH:33]=4)[C:28]3=[O:37])=[N:23][C:21]=2[CH:22]=1)([CH3:15])([CH3:14])[CH3:16]. The catalyst class is: 54. (2) The catalyst class is: 3. Reactant: [Cl:1][C:2]1[C:11]2[C:10](=[O:12])[NH:9][CH:8]=[N:7][C:6]=2[CH:5]=[C:4]([Cl:13])[N:3]=1.[H-].[Na+].[CH3:16]I. Product: [Cl:1][C:2]1[C:11]2[C:10](=[O:12])[N:9]([CH3:16])[CH:8]=[N:7][C:6]=2[CH:5]=[C:4]([Cl:13])[N:3]=1. (3) Reactant: C(O)(C(F)(F)F)=O.[Cl:8][C:9]1[CH:17]=[CH:16][C:15]2[N:14]([CH2:18][C:19]([NH:21][C:22]3[CH:27]=[CH:26][CH:25]=[C:24]([CH3:28])[C:23]=3[CH3:29])=[O:20])[C@H:13]3[CH2:30][CH2:31][N:32](C(OC(C)(C)C)=O)[CH2:33][CH2:34][C@H:12]3[C:11]=2[C:10]=1[Cl:42]. Product: [ClH:8].[Cl:8][C:9]1[CH:17]=[CH:16][C:15]2[N:14]([CH2:18][C:19]([NH:21][C:22]3[CH:27]=[CH:26][CH:25]=[C:24]([CH3:28])[C:23]=3[CH3:29])=[O:20])[C@H:13]3[CH2:30][CH2:31][NH:32][CH2:33][CH2:34][C@H:12]3[C:11]=2[C:10]=1[Cl:42]. The catalyst class is: 2. (4) Reactant: [O:1]1[CH2:6][CH2:5][N:4]([C:7]2[C:8]3[N:9]([CH:15]=[C:16]([CH2:18][O:19][C:20]4[CH:29]=[CH:28][C:27]5[C:22](=[CH:23][CH:24]=[CH:25][CH:26]=5)[N:21]=4)[N:17]=3)[C:10]([C:13]#[N:14])=[CH:11][N:12]=2)[CH2:3][CH2:2]1.[NH2:30][OH:31]. Product: [OH:31]/[N:30]=[C:13](/[C:10]1[N:9]2[CH:15]=[C:16]([CH2:18][O:19][C:20]3[CH:29]=[CH:28][C:27]4[C:22](=[CH:23][CH:24]=[CH:25][CH:26]=4)[N:21]=3)[N:17]=[C:8]2[C:7]([N:4]2[CH2:5][CH2:6][O:1][CH2:2][CH2:3]2)=[N:12][CH:11]=1)\[NH2:14]. The catalyst class is: 14. (5) Reactant: [Cl:1][C:2]1[C:3]([NH:15][CH:16]2[CH2:32][CH2:31][C:19]3([CH2:23][N:22](C(OC(C)(C)C)=O)[CH2:21][CH2:20]3)[CH2:18][CH2:17]2)=[N:4][C:5]([NH:8][C:9]2[CH:10]=[N:11][N:12]([CH3:14])[CH:13]=2)=[N:6][CH:7]=1.Cl. Product: [Cl:1][C:2]1[C:3]([NH:15][CH:16]2[CH2:32][CH2:31][C:19]3([CH2:23][NH:22][CH2:21][CH2:20]3)[CH2:18][CH2:17]2)=[N:4][C:5]([NH:8][C:9]2[CH:10]=[N:11][N:12]([CH3:14])[CH:13]=2)=[N:6][CH:7]=1. The catalyst class is: 91. (6) Reactant: C([O:3][C:4]([C:6]1[S:10][C:9]([C:11]2[CH:16]=[CH:15][C:14]([C:17]([F:20])([F:19])[F:18])=[CH:13][CH:12]=2)=[N:8][C:7]=1[CH3:21])=O)C.[H-].[Al+3].[Li+].[H-].[H-].[H-]. Product: [CH3:21][C:7]1[N:8]=[C:9]([C:11]2[CH:12]=[CH:13][C:14]([C:17]([F:20])([F:18])[F:19])=[CH:15][CH:16]=2)[S:10][C:6]=1[CH2:4][OH:3]. The catalyst class is: 1. (7) Reactant: [CH2:1]([O:8][C:9]1[C:16]([O:17][CH2:18][C:19]2[CH:24]=[CH:23][CH:22]=[CH:21][CH:20]=2)=[CH:15][CH:14]=[CH:13][C:10]=1[CH:11]=[O:12])[C:2]1[CH:7]=[CH:6][CH:5]=[CH:4][CH:3]=1.[N+:25]([O-])([OH:27])=[O:26]. Product: [CH2:1]([O:8][C:9]1[C:16]([O:17][CH2:18][C:19]2[CH:24]=[CH:23][CH:22]=[CH:21][CH:20]=2)=[CH:15][C:14]([N+:25]([O-:27])=[O:26])=[CH:13][C:10]=1[CH:11]=[O:12])[C:2]1[CH:3]=[CH:4][CH:5]=[CH:6][CH:7]=1. The catalyst class is: 15. (8) Reactant: [C:1]1([S:7]([N:10]2[C:14]3=[N:15][CH:16]=[C:17]([C:19](C)(C)[O:20][SiH2]C(C)(C)C)[CH:18]=[C:13]3[C:12]([C:28]3[CH:29]=[C:30]([CH:51]=[CH:52][CH:53]=3)[CH2:31][NH:32][C:33]([C:35]3[C:36](=[O:50])[N:37]([CH2:41][C:42]4[CH:47]=[CH:46][C:45]([F:48])=[C:44]([F:49])[CH:43]=4)[CH:38]=[CH:39][CH:40]=3)=[O:34])=[CH:11]2)(=[O:9])=[O:8])[CH:6]=[CH:5][CH:4]=[CH:3][CH:2]=1.Cl.O. The catalyst class is: 8. Product: [C:1]1([S:7]([N:10]2[C:14]3=[N:15][CH:16]=[C:17]([CH2:19][OH:20])[CH:18]=[C:13]3[C:12]([C:28]3[CH:29]=[C:30]([CH:51]=[CH:52][CH:53]=3)[CH2:31][NH:32][C:33]([C:35]3[C:36](=[O:50])[N:37]([CH2:41][C:42]4[CH:47]=[CH:46][C:45]([F:48])=[C:44]([F:49])[CH:43]=4)[CH:38]=[CH:39][CH:40]=3)=[O:34])=[CH:11]2)(=[O:8])=[O:9])[CH:2]=[CH:3][CH:4]=[CH:5][CH:6]=1. (9) Reactant: [CH2:1](Br)[C:2]([C:4]1[CH:9]=[CH:8][CH:7]=[CH:6][CH:5]=1)=O.[NH2:11][C:12]([NH2:14])=[S:13]. Product: [C:4]1([C:2]2[N:11]=[C:12]([NH2:14])[S:13][CH:1]=2)[CH:9]=[CH:8][CH:7]=[CH:6][CH:5]=1. The catalyst class is: 8. (10) Reactant: P(Br)(Br)([Br:3])=O.O[C:7]1[C:12]([N+:13]([O-:15])=[O:14])=[CH:11][C:10]([CH3:16])=[CH:9][N:8]=1. Product: [Br:3][C:7]1[C:12]([N+:13]([O-:15])=[O:14])=[CH:11][C:10]([CH3:16])=[CH:9][N:8]=1. The catalyst class is: 3.